Task: Regression/Classification. Given a drug SMILES string, predict its absorption, distribution, metabolism, or excretion properties. Task type varies by dataset: regression for continuous measurements (e.g., permeability, clearance, half-life) or binary classification for categorical outcomes (e.g., BBB penetration, CYP inhibition). Dataset: cyp2c9_veith.. Dataset: CYP2C9 inhibition data for predicting drug metabolism from PubChem BioAssay (1) The compound is COc1ccc2[nH]cc(CCNc3nc(-c4cccnc4)nc4ccccc34)c2c1. The result is 1 (inhibitor). (2) The drug is O=C(Nc1cccc(F)c1)N1CC[C@@]2(CCCN(C(=O)c3csnn3)C2)C1. The result is 0 (non-inhibitor). (3) The molecule is O=C(OCC1CC(c2ccccc2)=NO1)c1ccc(Cl)cc1. The result is 0 (non-inhibitor). (4) The molecule is Fc1cccc(F)c1C(Nc1nncs1)Nc1nncs1. The result is 0 (non-inhibitor). (5) The drug is CCOC(=O)c1sc(=N)n(-c2ccc(OC)cc2)c1C. The result is 1 (inhibitor). (6) The molecule is O=C(O)CCC(=O)c1ccc(-c2ccccc2)cc1. The result is 0 (non-inhibitor). (7) The molecule is O=C(O)C/C(=C\c1ccccc1)C(=O)O. The result is 0 (non-inhibitor).